This data is from Full USPTO retrosynthesis dataset with 1.9M reactions from patents (1976-2016). The task is: Predict the reactants needed to synthesize the given product. Given the product [Br:11][C:12]1[CH:13]=[C:14]([CH:5]([C:3]#[N:4])[C:6]([O:8][CH2:9][CH3:10])=[O:7])[CH:15]=[C:16]([C:18]([F:19])([F:20])[F:21])[CH:17]=1, predict the reactants needed to synthesize it. The reactants are: [H-].[Na+].[C:3]([CH2:5][C:6]([O:8][CH2:9][CH3:10])=[O:7])#[N:4].[Br:11][C:12]1[CH:17]=[C:16]([C:18]([F:21])([F:20])[F:19])[CH:15]=[C:14](F)[CH:13]=1.Cl.